From a dataset of Forward reaction prediction with 1.9M reactions from USPTO patents (1976-2016). Predict the product of the given reaction. (1) The product is: [C@@H:25]1([N:27]2[CH:31]=[C:30]([C:32]#[C:33][CH3:34])[CH:29]=[C:28]2[CH:35]=[O:36])[O:26][C@H:22]([CH2:21][OH:20])[CH2:23][CH2:24]1. Given the reactants C([O:20][CH2:21][C@H:22]1[O:26][C@@H:25]([N:27]2[CH:31]=[C:30]([C:32]#[C:33][CH3:34])[CH:29]=[C:28]2[CH:35]=[O:36])[CH2:24][CH2:23]1)(C1C=CC=CC=1)(C1C=CC=CC=1)C1C=CC=CC=1, predict the reaction product. (2) The product is: [C:23]([O:27][C:28](=[O:40])[CH2:29][O:30][C:31]1[CH:36]=[CH:35][C:34]([Br:37])=[CH:33][C:32]=1[CH2:38][NH:1][C:2]1[CH:3]=[C:4]2[C:9](=[CH:10][CH:11]=1)[N:8]=[CH:7][C:6]([C:12]#[N:13])=[C:5]2[NH:14][C:15]1[CH:20]=[CH:19][C:18]([F:21])=[C:17]([Cl:22])[CH:16]=1)([CH3:26])([CH3:25])[CH3:24]. Given the reactants [NH2:1][C:2]1[CH:3]=[C:4]2[C:9](=[CH:10][CH:11]=1)[N:8]=[CH:7][C:6]([C:12]#[N:13])=[C:5]2[NH:14][C:15]1[CH:20]=[CH:19][C:18]([F:21])=[C:17]([Cl:22])[CH:16]=1.[C:23]([O:27][C:28](=[O:40])[CH2:29][O:30][C:31]1[CH:36]=[CH:35][C:34]([Br:37])=[CH:33][C:32]=1[CH:38]=O)([CH3:26])([CH3:25])[CH3:24].[BH3-]C#N.[Na+], predict the reaction product. (3) Given the reactants O.NN.[CH3:4][C:5]1[N:6]([C:19]([C:32]2[CH:37]=[CH:36][CH:35]=[CH:34][CH:33]=2)([C:26]2[CH:31]=[CH:30][CH:29]=[CH:28][CH:27]=2)[C:20]2[CH:25]=[CH:24][CH:23]=[CH:22][CH:21]=2)[CH:7]=[C:8]([C:10]([C:12]2([C:15]([F:18])([F:17])[F:16])[CH2:14][CH2:13]2)=O)[N:9]=1.[OH-].[K+].O, predict the reaction product. The product is: [CH3:4][C:5]1[N:6]([C:19]([C:32]2[CH:37]=[CH:36][CH:35]=[CH:34][CH:33]=2)([C:26]2[CH:27]=[CH:28][CH:29]=[CH:30][CH:31]=2)[C:20]2[CH:21]=[CH:22][CH:23]=[CH:24][CH:25]=2)[CH:7]=[C:8]([CH2:10][C:12]2([C:15]([F:16])([F:17])[F:18])[CH2:13][CH2:14]2)[N:9]=1.